This data is from Peptide-MHC class I binding affinity with 185,985 pairs from IEDB/IMGT. The task is: Regression. Given a peptide amino acid sequence and an MHC pseudo amino acid sequence, predict their binding affinity value. This is MHC class I binding data. (1) The peptide sequence is NSSKVSQNY. The MHC is HLA-A68:01 with pseudo-sequence HLA-A68:01. The binding affinity (normalized) is 0. (2) The peptide sequence is YVIKVSADV. The MHC is Patr-B0101 with pseudo-sequence Patr-B0101. The binding affinity (normalized) is 0.